Dataset: Full USPTO retrosynthesis dataset with 1.9M reactions from patents (1976-2016). Task: Predict the reactants needed to synthesize the given product. (1) Given the product [OH:25][NH:24][C:13](=[O:15])[CH2:12][CH2:11][CH2:10][S:9][CH2:1][CH2:2][C:3]1[CH:8]=[CH:7][CH:6]=[CH:5][CH:4]=1, predict the reactants needed to synthesize it. The reactants are: [CH2:1]([S:9][CH2:10][CH2:11][CH2:12][C:13]([OH:15])=O)[CH2:2][C:3]1[CH:8]=[CH:7][CH:6]=[CH:5][CH:4]=1.C([O-])([O-])=O.[K+].[K+].[Cl-].Cl.[NH2:24][OH:25].C(N(C(C)C)CC)(C)C.Cl. (2) The reactants are: [C:1]([O:5][C:6]([N:8]1[C:16]2[C:11](=[CH:12][C:13]([O:17][CH2:18][C:19]3[CH:24]=[CH:23][CH:22]=[CH:21][CH:20]=3)=[CH:14][CH:15]=2)[C:10]([C:25]2[N:26]([C:38]([O:40][C:41]([CH3:44])([CH3:43])[CH3:42])=[O:39])[C:27]3[C:32]([CH:33]=2)=[CH:31][C:30]([O:34][CH2:35][CH2:36]Cl)=[CH:29][CH:28]=3)=[N:9]1)=[O:7])([CH3:4])([CH3:3])[CH3:2].C(=O)([O-])[O-].[K+].[K+].[I-].[K+].C(O[C:61]([O:63][C:64]([CH3:67])([CH3:66])[CH3:65])=[O:62])(OC(C)(C)C)=O.CN([C:71]1[CH:76]=C[CH:74]=[CH:73][N:72]=1)C.C(#[N:79])C. Given the product [C:1]([O:5][C:6]([N:8]1[C:16]2[C:11](=[CH:12][C:13]([O:17][CH2:18][C:19]3[CH:24]=[CH:23][CH:22]=[CH:21][CH:20]=3)=[CH:14][CH:15]=2)[C:10]([C:25]2[N:26]([C:38]([O:40][C:41]([CH3:44])([CH3:43])[CH3:42])=[O:39])[C:27]3[C:32]([CH:33]=2)=[CH:31][C:30]([O:34][CH2:35][CH2:36][N:72]2[CH2:71][CH2:76][N:79]([C:61]([O:63][C:64]([CH3:65])([CH3:66])[CH3:67])=[O:62])[CH2:74][CH2:73]2)=[CH:29][CH:28]=3)=[N:9]1)=[O:7])([CH3:4])([CH3:3])[CH3:2], predict the reactants needed to synthesize it. (3) Given the product [C:4]([O:18][C:20]([NH:2][CH2:1][CH2:3][C:4]1[CH:5]=[C:6]([CH:12]=[CH:13][CH:14]=1)[C:7]([OH:9])=[O:8])=[O:21])([CH3:5])([CH3:14])[CH3:3], predict the reactants needed to synthesize it. The reactants are: [C:1]([CH2:3][C:4]1[CH:5]=[C:6]([CH:12]=[CH:13][CH:14]=1)[C:7]([O:9]CC)=[O:8])#[N:2].Cl.[H][H].[OH-:18].[Na+].[CH3:20][OH:21]. (4) Given the product [CH2:18]([C:13]1[CH:12]=[C:11]2[C:16]([N:17]=[C:8]([N:5]3[CH2:6][CH2:7][N:2]([CH3:1])[CH2:3][CH2:4]3)[C:9]3[N:10]2[CH:20]=[N:21][N:22]=3)=[CH:15][CH:14]=1)[CH3:19], predict the reactants needed to synthesize it. The reactants are: [CH3:1][N:2]1[CH2:7][CH2:6][N:5]([C:8]2[C:9]3[N:10]([CH:20]=[N:21][N:22]=3)[C:11]3[C:16]([N:17]=2)=[CH:15][CH:14]=[C:13]([CH:18]=[CH2:19])[CH:12]=3)[CH2:4][CH2:3]1.